This data is from Forward reaction prediction with 1.9M reactions from USPTO patents (1976-2016). The task is: Predict the product of the given reaction. (1) Given the reactants [ClH:1].Cl.C[CH:4]([C:23](=[O:25])[OH:24])[CH2:5][C@H:6]([C:8]([N:10]1[CH2:15][CH2:14][CH:13]([CH:16]2[CH2:21][CH2:20][N:19]([CH3:22])[CH2:18][CH2:17]2)[CH2:12][CH2:11]1)=[O:9])[NH2:7].[NH:26]1[C:34]2[C:29](=[CH:30][CH:31]=[C:32]([C:35](O)=[O:36])[CH:33]=2)[CH:28]=[CH:27]1.[Li+].[OH-].Cl, predict the reaction product. The product is: [ClH:1].[NH:26]1[C:34]2[C:29](=[CH:30][CH:31]=[C:32]([C:35]([NH:7][C@@H:6]([C:8]([N:10]3[CH2:11][CH2:12][CH:13]([CH:16]4[CH2:21][CH2:20][N:19]([CH3:22])[CH2:18][CH2:17]4)[CH2:14][CH2:15]3)=[O:9])[CH2:5][CH2:4][C:23](=[O:25])[OH:24])=[O:36])[CH:33]=2)[CH:28]=[CH:27]1. (2) Given the reactants [CH3:1][O:2][C:3]([C:5]1[C:10]([NH2:11])=[CH:9][C:8]([C:12]([F:15])([F:14])[F:13])=[CH:7][N:6]=1)=[O:4].S(=O)(=O)(O)O.[Br:21]Br.C(O)(=O)C.BrBr.CC(O)=O.C([O-])(O)=O.[Na+], predict the reaction product. The product is: [CH3:1][O:2][C:3]([C:5]1[C:10]([NH2:11])=[CH:9][C:8]([C:12]([F:15])([F:13])[F:14])=[C:7]([Br:21])[N:6]=1)=[O:4]. (3) Given the reactants CN(C=O)C.[F:6][C:7]1[CH:8]=[C:9](/[CH:18]=[CH:19]/[C:20]([OH:22])=O)[CH:10]=[CH:11][C:12]=1[N:13]1[CH:17]=[CH:16][N:15]=[CH:14]1.[NH2:23][CH:24]1[C:32]2[C:27](=[CH:28][CH:29]=[CH:30][CH:31]=2)[CH2:26][CH2:25]1.C1CN([P+](ON2N=NC3C=CC=CC2=3)(N2CCCC2)N2CCCC2)CC1.F[P-](F)(F)(F)(F)F, predict the reaction product. The product is: [F:6][C:7]1[CH:8]=[C:9](/[CH:18]=[CH:19]/[C:20]([NH:23][CH:24]2[C:32]3[C:27](=[CH:28][CH:29]=[CH:30][CH:31]=3)[CH2:26][CH2:25]2)=[O:22])[CH:10]=[CH:11][C:12]=1[N:13]1[CH:17]=[CH:16][N:15]=[CH:14]1.